This data is from Full USPTO retrosynthesis dataset with 1.9M reactions from patents (1976-2016). The task is: Predict the reactants needed to synthesize the given product. Given the product [SH:2][C:5]1[CH:6]=[C:7]2[C:11](=[CH:12][CH:13]=1)[NH:10][C:9](=[O:14])[CH2:8]2, predict the reactants needed to synthesize it. The reactants are: Cl[S:2]([C:5]1[CH:6]=[C:7]2[C:11](=[CH:12][CH:13]=1)[NH:10][C:9](=[O:14])[CH2:8]2)(=O)=O.C1(P(C2C=CC=CC=2)C2C=CC=CC=2)C=CC=CC=1.